This data is from Catalyst prediction with 721,799 reactions and 888 catalyst types from USPTO. The task is: Predict which catalyst facilitates the given reaction. (1) Reactant: [CH3:1][C:2]1([CH3:16])[C:6]([CH3:8])([CH3:7])[O:5][B:4]([C:9]2[CH:10]=[C:11]([NH2:15])[CH:12]=[CH:13][CH:14]=2)[O:3]1.[Cl:17][C:18]1[CH:23]=[CH:22][C:21]([N:24]=[C:25]=[O:26])=[CH:20][C:19]=1[C:27]([F:30])([F:29])[F:28]. Product: [Cl:17][C:18]1[CH:23]=[CH:22][C:21]([NH:24][C:25]([NH:15][C:11]2[CH:12]=[CH:13][CH:14]=[C:9]([B:4]3[O:3][C:2]([CH3:16])([CH3:1])[C:6]([CH3:7])([CH3:8])[O:5]3)[CH:10]=2)=[O:26])=[CH:20][C:19]=1[C:27]([F:28])([F:29])[F:30]. The catalyst class is: 4. (2) The catalyst class is: 5. Reactant: Cl[CH2:2][CH2:3][CH2:4][O:5][C:6]1[CH:7]=[N:8][CH:9]=[CH:10][CH:11]=1.[CH3:12][NH:13][CH3:14]. Product: [CH3:12][N:13]([CH3:14])[CH2:2][CH2:3][CH2:4][O:5][C:6]1[CH:7]=[N:8][CH:9]=[CH:10][CH:11]=1. (3) Reactant: [CH:1]1([CH2:7][CH2:8][CH2:9][O:10][C:11]2[CH:16]=[CH:15][N:14]([CH2:17][CH2:18][C:19]([CH3:34])([S:30]([CH3:33])(=[O:32])=[O:31])[C:20]([NH:22][O:23]C3CCCCO3)=[O:21])[C:13](=[O:35])[CH:12]=2)[CH2:6][CH2:5][CH2:4][CH2:3][CH2:2]1.C(Cl)Cl.O.Cl. Product: [CH:1]1([CH2:7][CH2:8][CH2:9][O:10][C:11]2[CH:16]=[CH:15][N:14]([CH2:17][CH2:18][C:19]([CH3:34])([S:30]([CH3:33])(=[O:32])=[O:31])[C:20]([NH:22][OH:23])=[O:21])[C:13](=[O:35])[CH:12]=2)[CH2:2][CH2:3][CH2:4][CH2:5][CH2:6]1. The catalyst class is: 12. (4) Reactant: CO.[C:3]([O:7][C:8]([N:10]([CH2:36][C:37]1[CH:42]=[CH:41][C:40]([CH3:43])=[C:39]([F:44])[CH:38]=1)[CH:11]1[CH2:16][CH2:15][N:14]([CH2:17][CH2:18][N:19]2[C:28]3[C:23](=[CH:24][CH:25]=[C:26]([O:29][CH3:30])[CH:27]=3)[N:22]=[CH:21][C:20]2=[O:31])[CH:13]([C:32]([O:34]C)=[O:33])[CH2:12]1)=[O:9])([CH3:6])([CH3:5])[CH3:4].[OH-].[Na+]. Product: [C:3]([O:7][C:8]([N:10]([CH2:36][C:37]1[CH:42]=[CH:41][C:40]([CH3:43])=[C:39]([F:44])[CH:38]=1)[CH:11]1[CH2:16][CH2:15][N:14]([CH2:17][CH2:18][N:19]2[C:28]3[C:23](=[CH:24][CH:25]=[C:26]([O:29][CH3:30])[CH:27]=3)[N:22]=[CH:21][C:20]2=[O:31])[CH:13]([C:32]([OH:34])=[O:33])[CH2:12]1)=[O:9])([CH3:6])([CH3:5])[CH3:4]. The catalyst class is: 6.